This data is from Full USPTO retrosynthesis dataset with 1.9M reactions from patents (1976-2016). The task is: Predict the reactants needed to synthesize the given product. (1) Given the product [CH2:1]([CH:8]1[C:12]2[CH:13]=[C:14]([NH:19][C:20](=[O:26])[CH2:21][C:22]([CH3:24])([CH3:23])[CH3:25])[C:15]([CH3:18])=[C:16]([CH3:17])[C:11]=2[O:10][C:9]1([CH3:28])[CH3:27])[C:2]1[CH:7]=[CH:6][CH:5]=[CH:4][CH:3]=1, predict the reactants needed to synthesize it. The reactants are: [CH2:1]([C:8]1(O)[C:12]2[CH:13]=[C:14]([NH:19][C:20](=[O:26])[CH2:21][C:22]([CH3:25])([CH3:24])[CH3:23])[C:15]([CH3:18])=[C:16]([CH3:17])[C:11]=2[O:10][C:9]1([CH3:28])[CH3:27])[C:2]1[CH:7]=[CH:6][CH:5]=[CH:4][CH:3]=1. (2) The reactants are: [Br:1][C:2]1[CH:7]=[C:6]([C:8]#[CH:9])[CH:5]=[CH:4][C:3]=1[F:10].I[C:12]1[CH:13]=[C:14]([S:18]([F:23])([F:22])([F:21])([F:20])[F:19])[CH:15]=[CH:16][CH:17]=1. Given the product [Br:1][C:2]1[CH:7]=[C:6]([C:8]#[C:9][C:16]2[CH:17]=[CH:12][CH:13]=[C:14]([S:18]([F:20])([F:22])([F:23])([F:19])[F:21])[CH:15]=2)[CH:5]=[CH:4][C:3]=1[F:10], predict the reactants needed to synthesize it. (3) The reactants are: [CH2:1]([N:3]1[C:12](=[O:13])[C:11]2[C:6](=[CH:7][CH:8]=[C:9]([N+:14]([O-])=O)[CH:10]=2)[N:5]([CH2:17][S:18][CH3:19])[C:4]1=[O:20])[CH3:2].[Sn](Cl)Cl. Given the product [NH2:14][C:9]1[CH:10]=[C:11]2[C:6](=[CH:7][CH:8]=1)[N:5]([CH2:17][S:18][CH3:19])[C:4](=[O:20])[N:3]([CH2:1][CH3:2])[C:12]2=[O:13], predict the reactants needed to synthesize it. (4) Given the product [CH3:1][O:2][CH2:3][CH2:4][CH2:5][N:6]1[C:15]2[CH:14]=[C:13]([CH2:16][O:17][C@H:18]3[CH2:23][N:22]([S:24]([C:27]4[CH:28]=[CH:29][C:30]([CH3:33])=[CH:31][CH:32]=4)(=[O:25])=[O:26])[C@H:21]([CH2:34][C:35]([CH3:40])([CH3:39])[C:36]([NH:51][C@@H:49]([CH:46]4[CH2:47][CH2:48][O:43][CH2:44][CH2:45]4)[CH3:50])=[O:37])[CH2:20][CH2:19]3)[CH:12]=[CH:11][C:10]=2[O:9][C:8]([CH3:41])([CH3:42])[CH2:7]1, predict the reactants needed to synthesize it. The reactants are: [CH3:1][O:2][CH2:3][CH2:4][CH2:5][N:6]1[C:11]2[CH:12]=[C:13]([CH2:16][O:17][C@H:18]3[CH2:23][N:22]([S:24]([C:27]4[CH:32]=[CH:31][C:30]([CH3:33])=[CH:29][CH:28]=4)(=[O:26])=[O:25])[C@H:21]([CH2:34][C:35]([CH3:40])([CH3:39])[C:36](O)=[O:37])[CH2:20][CH2:19]3)[CH:14]=[CH:15][C:10]=2[O:9][C:8]([CH3:42])([CH3:41])[CH2:7]1.[O:43]1[CH2:48][CH2:47][CH:46]([CH:49]([NH2:51])[CH3:50])[CH2:45][CH2:44]1. (5) Given the product [F:8][C:5]1[CH:6]=[CH:7][C:2]2[NH:1][C:12](=[O:13])[CH2:11][O:9][C:3]=2[CH:4]=1, predict the reactants needed to synthesize it. The reactants are: [NH2:1][C:2]1[CH:7]=[CH:6][C:5]([F:8])=[CH:4][C:3]=1[OH:9].Cl[CH2:11][C:12](Cl)=[O:13].C([O-])([O-])=O.[K+].[K+]. (6) Given the product [CH3:1][C:2]1[CH:7]=[C:6]([N:8]2[CH2:9][CH2:10][CH2:11][CH2:12]2)[N:5]=[C:4](/[CH:13]=[CH:14]/[C:15]2[CH:22]=[CH:21][CH:20]=[C:17]([C:18]3[N:23]=[N:24][NH:25][N:19]=3)[CH:16]=2)[N:3]=1, predict the reactants needed to synthesize it. The reactants are: [CH3:1][C:2]1[CH:7]=[C:6]([N:8]2[CH2:12][CH2:11][CH2:10][CH2:9]2)[N:5]=[C:4](/[CH:13]=[CH:14]/[C:15]2[CH:16]=[C:17]([CH:20]=[CH:21][CH:22]=2)[C:18]#[N:19])[N:3]=1.[N-:23]=[N+:24]=[N-:25].[Na+].[NH4+].[Cl-]. (7) The reactants are: CC(C)C(NC1C=CC=C(C2CCNCC2)C=1)=O.Cl.[N+:20]([C:23]1[CH:28]=[CH:27][C:26]([C:29]2[CH2:30][CH2:31][N:32](C(OC(C)(C)C)=O)[CH2:33][CH:34]=2)=[CH:25][CH:24]=1)([O-:22])=[O:21]. Given the product [N+:20]([C:23]1[CH:28]=[CH:27][C:26]([C:29]2[CH2:34][CH2:33][NH:32][CH2:31][CH:30]=2)=[CH:25][CH:24]=1)([O-:22])=[O:21], predict the reactants needed to synthesize it. (8) Given the product [NH2:4][C:3]1[CH:5]=[CH:6][C:7]([O:9][C:10]2[CH:15]=[CH:14][N:13]=[C:12]([NH:16][CH3:17])[CH:11]=2)=[CH:8][C:2]=1[F:1], predict the reactants needed to synthesize it. The reactants are: [F:1][C:2]1[CH:8]=[C:7]([O:9][C:10]2[CH:15]=[CH:14][N:13]=[C:12]([N:16](OC)[CH3:17])[CH:11]=2)[CH:6]=[CH:5][C:3]=1[NH2:4]. (9) Given the product [CH2:26]([N:30]([CH2:33][CH:34]1[CH2:39][CH2:38][CH2:37][CH2:36][N:35]1[C:4]([C:3]1[CH:7]=[CH:8][C:9]([C:11]([NH:13][CH:14]([C:16]2[NH:20][C:19]3[CH:21]=[CH:22][C:23]([Cl:25])=[CH:24][C:18]=3[N:17]=2)[CH3:15])=[O:12])=[CH:10][C:2]=1[Cl:1])=[O:6])[CH2:31][CH3:32])[CH2:27][CH2:28][CH3:29], predict the reactants needed to synthesize it. The reactants are: [Cl:1][C:2]1[CH:10]=[C:9]([C:11]([NH:13][CH:14]([C:16]2[NH:20][C:19]3[CH:21]=[CH:22][C:23]([Cl:25])=[CH:24][C:18]=3[N:17]=2)[CH3:15])=[O:12])[CH:8]=[CH:7][C:3]=1[C:4]([OH:6])=O.[CH2:26]([N:30]([CH2:33][CH:34]1[CH2:39][CH2:38][CH2:37][CH2:36][NH:35]1)[CH2:31][CH3:32])[CH2:27][CH2:28][CH3:29].C(N(C(C)C)CC)(C)C.ClCl. (10) Given the product [Cl:37][C:28]1[CH:29]=[CH:30][CH:31]=[C:32]([C:33]([F:36])([F:35])[F:34])[C:27]=1[C:26]([N:16]1[C:17]2[C:22](=[CH:21][CH:20]=[C:19]([C:23]([N:44]3[CH2:45][CH:42]([O:41][CH3:40])[CH2:43]3)=[O:24])[CH:18]=2)[C:14]([N:11]2[CH2:10][CH2:9][CH:8]([C:6]([OH:5])=[O:7])[CH2:13][CH2:12]2)=[N:15]1)=[O:38], predict the reactants needed to synthesize it. The reactants are: C([O:5][C:6]([CH:8]1[CH2:13][CH2:12][N:11]([C:14]2[C:22]3[C:17](=[CH:18][C:19]([C:23](O)=[O:24])=[CH:20][CH:21]=3)[N:16]([C:26](=[O:38])[C:27]3[C:32]([C:33]([F:36])([F:35])[F:34])=[CH:31][CH:30]=[CH:29][C:28]=3[Cl:37])[N:15]=2)[CH2:10][CH2:9]1)=[O:7])(C)(C)C.Cl.[CH3:40][O:41][CH:42]1[CH2:45][NH:44][CH2:43]1.CN(C(ON1N=NC2C=CC=NC1=2)=[N+](C)C)C.F[P-](F)(F)(F)(F)F.CCN(C(C)C)C(C)C.C(O)(C(F)(F)F)=O.